Dataset: Forward reaction prediction with 1.9M reactions from USPTO patents (1976-2016). Task: Predict the product of the given reaction. (1) Given the reactants [Cu]C#N.[Cl-].[Li+].[CH3:6][O:7][C:8]1[CH:9]=[C:10]([Mg]Cl)[CH:11]=[C:12]([O:14][CH3:15])[CH:13]=1.[CH2:18](Br)[CH:19]=[CH2:20], predict the reaction product. The product is: [CH2:20]([C:10]1[CH:9]=[C:8]([O:7][CH3:6])[CH:13]=[C:12]([O:14][CH3:15])[CH:11]=1)[CH:19]=[CH2:18]. (2) Given the reactants [CH3:1][CH2:2][CH2:3]C[N+](CCCC)(CCCC)CCCC.[F-].[OH2:19].[C:20]([O:23][CH2:24][CH3:25])(=O)C.[CH2:26]1[CH2:30][O:29][CH2:28][CH2:27]1, predict the reaction product. The product is: [CH3:20][O:23][C:24]1[CH:25]=[C:2]([CH2:3][OH:19])[CH:1]=[C:26]([CH2:30][O:29][CH3:28])[CH:27]=1.